Dataset: Catalyst prediction with 721,799 reactions and 888 catalyst types from USPTO. Task: Predict which catalyst facilitates the given reaction. Product: [CH2:2]([O:3][C:7](=[O:8])[C:6]1[CH:10]=[CH:11][CH:12]=[N:13][C:5]=1[NH2:4])[CH3:1]. The catalyst class is: 6. Reactant: [CH3:1][CH2:2][OH:3].[NH2:4][C:5]1[N:13]=[CH:12][CH:11]=[CH:10][C:6]=1[C:7](O)=[O:8].OS(O)(=O)=O.C([O-])([O-])=O.[Na+].[Na+].